This data is from Full USPTO retrosynthesis dataset with 1.9M reactions from patents (1976-2016). The task is: Predict the reactants needed to synthesize the given product. (1) Given the product [C:28]([C@H:25]1[CH2:24][CH2:23][C@H:22]([O:21][C:16]2[CH:17]=[C:18]3[C:13](=[CH:14][CH:15]=2)[N:12]=[C:11]([CH:9]([N:7]2[CH2:6][CH:5]([C:3]([OH:4])=[O:2])[CH2:8]2)[CH3:10])[CH:20]=[CH:19]3)[CH2:27][CH2:26]1)([CH3:29])([CH3:30])[CH3:31], predict the reactants needed to synthesize it. The reactants are: C[O:2][C:3]([CH:5]1[CH2:8][N:7]([CH:9]([C:11]2[CH:20]=[CH:19][C:18]3[C:13](=[CH:14][CH:15]=[C:16]([O:21][CH:22]4[CH2:27][CH2:26][CH:25]([C:28]([CH3:31])([CH3:30])[CH3:29])[CH2:24][CH2:23]4)[CH:17]=3)[N:12]=2)[CH3:10])[CH2:6]1)=[O:4].[OH-].[Li+].O1CCCC1.O. (2) Given the product [C:1]([O:5][C:6]([N:8]1[CH2:9][CH2:10][CH:11]([CH2:14][CH2:15][O:16][CH2:17][C:18]2[CH:23]=[CH:22][N:21]=[C:20]([C:24](=[O:31])[NH2:25])[CH:19]=2)[CH2:12][CH2:13]1)=[O:7])([CH3:4])([CH3:2])[CH3:3], predict the reactants needed to synthesize it. The reactants are: [C:1]([O:5][C:6]([N:8]1[CH2:13][CH2:12][CH:11]([CH2:14][CH2:15][O:16][CH2:17][C:18]2[CH:23]=[CH:22][N:21]=[C:20]([C:24]#[N:25])[CH:19]=2)[CH2:10][CH2:9]1)=[O:7])([CH3:4])([CH3:3])[CH3:2].C[Mg]Cl.CC[O:31]C(C)=O.